The task is: Predict the product of the given reaction.. This data is from Forward reaction prediction with 1.9M reactions from USPTO patents (1976-2016). (1) Given the reactants [C:1]1([C:7]2[N:8]=[N:9][N:10]([CH2:12][S:13]([NH:16][CH2:17][C:18]3[CH:19]=[C:20]([CH:24]=[CH:25][C:26]([NH:28][O:29]C4CCCCO4)=[O:27])[CH:21]=[CH:22][CH:23]=3)(=[O:15])=[O:14])[CH:11]=2)[CH:6]=[CH:5][CH:4]=[CH:3][CH:2]=1.Cl.O1CCOCC1, predict the reaction product. The product is: [OH:29][NH:28][C:26](=[O:27])[CH:25]=[CH:24][C:20]1[CH:21]=[CH:22][CH:23]=[C:18]([CH2:17][NH:16][S:13]([CH2:12][N:10]2[CH:11]=[C:7]([C:1]3[CH:2]=[CH:3][CH:4]=[CH:5][CH:6]=3)[N:8]=[N:9]2)(=[O:15])=[O:14])[CH:19]=1. (2) The product is: [NH:8]1[C:3]2[CH:4]=[CH:5][CH:6]=[CH:7][C:2]=2[N:1]=[C:9]1[C:11]1[C:16]2[NH:17][C:18]([NH:20][C:21]([C:23]3[C:32]4[C:27](=[CH:28][CH:29]=[CH:30][CH:31]=4)[CH:26]=[CH:25][N:24]=3)=[O:22])=[N:19][C:15]=2[CH:14]=[CH:13][CH:12]=1. Given the reactants [NH2:1][C:2]1[CH:7]=[CH:6][CH:5]=[CH:4][C:3]=1[NH:8][C:9]([C:11]1[C:16]2[NH:17][C:18]([NH:20][C:21]([C:23]3[C:32]4[C:27](=[CH:28][CH:29]=[CH:30][CH:31]=4)[CH:26]=[CH:25][N:24]=3)=[O:22])=[N:19][C:15]=2[CH:14]=[CH:13][CH:12]=1)=O, predict the reaction product. (3) Given the reactants [CH2:1]([O:8][C:9]1[CH:18]=[CH:17][CH:16]=[C:15]2[C:10]=1[CH2:11][CH2:12][CH2:13][CH:14]2[C:19]([NH:21][C:22]1[CH:27]=[CH:26][C:25]([O:28][CH3:29])=[CH:24][CH:23]=1)=[O:20])[C:2]1[CH:7]=[CH:6][CH:5]=[CH:4][CH:3]=1.Cl[CH2:31][C:32]1[N:33]=[C:34]([CH3:37])[S:35][CH:36]=1, predict the reaction product. The product is: [CH2:1]([O:8][C:9]1[CH:18]=[CH:17][CH:16]=[C:15]2[C:10]=1[CH2:11][CH2:12][CH2:13][CH:14]2[C:19]([N:21]([C:22]1[CH:23]=[CH:24][C:25]([O:28][CH3:29])=[CH:26][CH:27]=1)[CH2:31][C:32]1[N:33]=[C:34]([CH3:37])[S:35][CH:36]=1)=[O:20])[C:2]1[CH:7]=[CH:6][CH:5]=[CH:4][CH:3]=1. (4) Given the reactants [NH2:1][C:2]1[CH:7]=[CH:6][C:5]([C:8]2[NH:12][C:11]([C@H:13]3[N:21]4[C:16](=[CH:17][C:18]([C:23]5[CH:28]=[C:27]([Cl:29])[CH:26]=[CH:25][C:24]=5[N:30]5[CH:34]=[N:33][N:32]=[N:31]5)=[CH:19][C:20]4=[O:22])[CH2:15][CH2:14]3)=[N:10][C:9]=2[Cl:35])=[CH:4][CH:3]=1.[CH3:36][O:37][CH2:38][CH2:39][O:40][CH2:41][C:42](O)=[O:43], predict the reaction product. The product is: [Cl:35][C:9]1[N:10]=[C:11]([C@H:13]2[N:21]3[C:16](=[CH:17][C:18]([C:23]4[CH:28]=[C:27]([Cl:29])[CH:26]=[CH:25][C:24]=4[N:30]4[CH:34]=[N:33][N:32]=[N:31]4)=[CH:19][C:20]3=[O:22])[CH2:15][CH2:14]2)[NH:12][C:8]=1[C:5]1[CH:6]=[CH:7][C:2]([NH:1][C:42](=[O:43])[CH2:41][O:40][CH2:39][CH2:38][O:37][CH3:36])=[CH:3][CH:4]=1.